Dataset: Reaction yield outcomes from USPTO patents with 853,638 reactions. Task: Predict the reaction yield, written as a fraction of the theoretical maximum amount of product (1.0 means a 100% yield; for example, 0.34 means a 34% yield). (1) The reactants are [Cl:1][C:2]1[N:7]=[CH:6][C:5]([Cl:8])=[C:4](Cl)[N:3]=1.[CH2:10]([N:12]1[CH2:18][CH2:17][C:16]2[CH:19]=[C:20]([NH2:23])[CH:21]=[CH:22][C:15]=2[CH2:14][CH2:13]1)[CH3:11].C(N(CC)C(C)C)(C)C. The catalyst is C(O)(C)C. The product is [Cl:1][C:2]1[N:3]=[C:4]([NH:23][C:20]2[CH:21]=[CH:22][C:15]3[CH2:14][CH2:13][N:12]([CH2:10][CH3:11])[CH2:18][CH2:17][C:16]=3[CH:19]=2)[C:5]([Cl:8])=[CH:6][N:7]=1. The yield is 0.740. (2) The reactants are Cl.[Cl:2][C:3]1[C:11]2[C:6](=[CH:7][CH:8]=[C:9]([O:12][CH3:13])[CH:10]=2)[N:5]([C:14]2[CH:21]=[CH:20][C:17]([CH2:18][NH2:19])=[CH:16][CH:15]=2)[C:4]=1[C:22]1[O:26][N:25]=[C:24]([CH3:27])[N:23]=1.[C:28]([O:32][C:33]([NH:35][C:36]1([C:39](O)=[O:40])[CH2:38][CH2:37]1)=[O:34])([CH3:31])([CH3:30])[CH3:29].CN(C(ON1N=NC2C=CC=NC1=2)=[N+](C)C)C.F[P-](F)(F)(F)(F)F.C(N(CC)C(C)C)(C)C. The catalyst is O.CN(C)C=O.ClCCl. The product is [C:28]([O:32][C:33](=[O:34])[NH:35][C:36]1([C:39](=[O:40])[NH:19][CH2:18][C:17]2[CH:16]=[CH:15][C:14]([N:5]3[C:6]4[C:11](=[CH:10][C:9]([O:12][CH3:13])=[CH:8][CH:7]=4)[C:3]([Cl:2])=[C:4]3[C:22]3[O:26][N:25]=[C:24]([CH3:27])[N:23]=3)=[CH:21][CH:20]=2)[CH2:37][CH2:38]1)([CH3:31])([CH3:29])[CH3:30]. The yield is 0.790. (3) The reactants are [CH3:1][O:2][C:3](=[O:18])[CH2:4][C:5]1[C:14]2[C:9](=[CH:10][CH:11]=[C:12]([O:15][CH3:16])[N:13]=2)[N:8]=[CH:7][C:6]=1[Cl:17].[C:19](=O)([O-])[O-].[K+].[K+].C=O.C(OCC)(=O)C. The catalyst is [Cl-].C([N+](CC)(CC)CC)C1C=CC=CC=1.C1CCCCC1.O. The product is [Cl:17][C:6]1[CH:7]=[N:8][C:9]2[C:14]([C:5]=1[C:4](=[CH2:19])[C:3]([O:2][CH3:1])=[O:18])=[N:13][C:12]([O:15][CH3:16])=[CH:11][CH:10]=2. The yield is 0.890. (4) The reactants are [OH:1][C:2]1[CH:7]=[CH:6][C:5]([C:8](=[C:25]2[CH2:30][CH2:29][O:28][CH2:27][CH2:26]2)[C:9]2[CH:14]=[CH:13][C:12](/[CH:15]=[C:16](\[CH3:24])/[C:17]([O:19]C(C)(C)C)=[O:18])=[CH:11][CH:10]=2)=[CH:4][CH:3]=1. The catalyst is C(Cl)Cl.C(O)(C(F)(F)F)=O. The product is [OH:1][C:2]1[CH:3]=[CH:4][C:5]([C:8](=[C:25]2[CH2:26][CH2:27][O:28][CH2:29][CH2:30]2)[C:9]2[CH:14]=[CH:13][C:12](/[CH:15]=[C:16](\[CH3:24])/[C:17]([OH:19])=[O:18])=[CH:11][CH:10]=2)=[CH:6][CH:7]=1. The yield is 0.470. (5) The reactants are CO[C:3](=[O:8])[C:4]([O:6][CH3:7])=[O:5].C[O-].[Na+].[CH3:12][S:13][C:14]1[CH:19]=[CH:18][C:17]([C:20](=[O:22])[CH3:21])=[CH:16][CH:15]=1.Cl. The catalyst is C1(C)C=CC=CC=1.C(Cl)Cl.CCCCCC.CCOC(C)=O. The product is [OH:8]/[C:3](=[CH:21]\[C:20]([C:17]1[CH:18]=[CH:19][C:14]([S:13][CH3:12])=[CH:15][CH:16]=1)=[O:22])/[C:4]([O:6][CH3:7])=[O:5]. The yield is 0.790.